This data is from hERG Central: cardiac toxicity at 1µM, 10µM, and general inhibition. The task is: Predict hERG channel inhibition at various concentrations. (1) The compound is Cc1ccc(C(=O)N2CCN(c3ncc(C(F)(F)F)cc3Cl)CC2)s1. Results: hERG_inhib (hERG inhibition (general)): blocker. (2) Results: hERG_inhib (hERG inhibition (general)): blocker. The drug is COc1ccc(N2CCN(C(=O)c3ccc(CS(=O)(=O)c4ccc(OC)cc4)o3)CC2)cc1. (3) The drug is N=c1c(C(=O)NCC2CCCO2)cc2c(=O)n3ccccc3nc2n1Cc1ccccc1. Results: hERG_inhib (hERG inhibition (general)): blocker. (4) The molecule is Cc1ccc(SCc2cn3c(C)cc(C)nc3n2)cc1. Results: hERG_inhib (hERG inhibition (general)): blocker. (5) The molecule is COCCn1c(=N)c(C(=O)NCCc2ccc(OC)cc2)cc2c(=O)n3cccc(C)c3nc21. Results: hERG_inhib (hERG inhibition (general)): blocker.